From a dataset of Reaction yield outcomes from USPTO patents with 853,638 reactions. Predict the reaction yield, written as a fraction of the theoretical maximum amount of product (1.0 means a 100% yield; for example, 0.34 means a 34% yield). (1) The reactants are C(N1CCN(C2C=CC([NH:20][C:21]3[C:26]([F:27])=[CH:25][N:24]=[C:23](Cl)[N:22]=3)=CC=2)CC1)C1C=CC=CC=1.[CH2:29]1[CH2:39][O:38][C:37]2[CH:36]=[CH:35][C:33]([NH2:34])=[CH:32][C:31]=2[O:30]1. No catalyst specified. The product is [CH2:29]1[CH2:39][O:38][C:37]2[CH:36]=[CH:35][C:33]([NH:34][C:23]3[N:22]=[C:21]([NH2:20])[C:26]([F:27])=[CH:25][N:24]=3)=[CH:32][C:31]=2[O:30]1. The yield is 0.630. (2) The reactants are [F:1][C:2]1[C:7]([C:8]2[CH:13]=[CH:12][CH:11]=[C:10]([F:14])[CH:9]=2)=[CH:6][CH:5]=[C:4]([F:15])[C:3]=1[CH2:16][NH:17][C:18]1[C:19]([F:32])=[C:20]([CH:28]=[CH:29][C:30]=1[F:31])[O:21][CH2:22][C:23]([O:25]CC)=[O:24].[OH-].[Na+]. The catalyst is C1COCC1. The product is [F:1][C:2]1[C:7]([C:8]2[CH:13]=[CH:12][CH:11]=[C:10]([F:14])[CH:9]=2)=[CH:6][CH:5]=[C:4]([F:15])[C:3]=1[CH2:16][NH:17][C:18]1[C:19]([F:32])=[C:20]([CH:28]=[CH:29][C:30]=1[F:31])[O:21][CH2:22][C:23]([OH:25])=[O:24]. The yield is 0.800.